This data is from NCI-60 drug combinations with 297,098 pairs across 59 cell lines. The task is: Regression. Given two drug SMILES strings and cell line genomic features, predict the synergy score measuring deviation from expected non-interaction effect. (1) Drug 1: CC1=CC=C(C=C1)C2=CC(=NN2C3=CC=C(C=C3)S(=O)(=O)N)C(F)(F)F. Drug 2: C1CN(P(=O)(OC1)NCCCl)CCCl. Cell line: A549. Synergy scores: CSS=0.222, Synergy_ZIP=1.12, Synergy_Bliss=1.95, Synergy_Loewe=-1.07, Synergy_HSA=-0.360. (2) Drug 1: C1=CN(C(=O)N=C1N)C2C(C(C(O2)CO)O)O.Cl. Drug 2: CN(CCCl)CCCl.Cl. Cell line: UACC62. Synergy scores: CSS=26.4, Synergy_ZIP=-5.53, Synergy_Bliss=0.384, Synergy_Loewe=0.185, Synergy_HSA=1.83. (3) Drug 2: C1=NC(=NC(=O)N1C2C(C(C(O2)CO)O)O)N. Drug 1: CC12CCC3C(C1CCC2=O)CC(=C)C4=CC(=O)C=CC34C. Cell line: NCI-H522. Synergy scores: CSS=36.5, Synergy_ZIP=1.53, Synergy_Bliss=4.19, Synergy_Loewe=3.22, Synergy_HSA=4.42. (4) Drug 1: C1CCN(CC1)CCOC2=CC=C(C=C2)C(=O)C3=C(SC4=C3C=CC(=C4)O)C5=CC=C(C=C5)O. Drug 2: CC12CCC(CC1=CCC3C2CCC4(C3CC=C4C5=CN=CC=C5)C)O. Cell line: HCC-2998. Synergy scores: CSS=2.07, Synergy_ZIP=-1.38, Synergy_Bliss=-1.15, Synergy_Loewe=-2.27, Synergy_HSA=-3.48.